From a dataset of Full USPTO retrosynthesis dataset with 1.9M reactions from patents (1976-2016). Predict the reactants needed to synthesize the given product. (1) Given the product [Cl:1][C:2]1[CH:3]=[C:4]2[C:8](=[CH:9][C:10]=1[Cl:11])[NH:7][CH:6]=[C:5]2[CH2:14][C:15]([O:17][CH2:18][CH3:19])=[O:16], predict the reactants needed to synthesize it. The reactants are: [Cl:1][C:2]1[CH:3]=[C:4]2[C:8](=[CH:9][C:10]=1[Cl:11])[NH:7][CH:6]=[CH:5]2.[N+](=[CH:14][C:15]([O:17][CH2:18][CH3:19])=[O:16])=[N-]. (2) Given the product [CH3:19][O:18][C:15]1[CH:16]=[CH:17][C:12]([NH:11][C:9]2[N:10]=[C:3]3[C:2]([C:23]4[CH:24]=[N:20][NH:21][CH:22]=4)=[CH:7][CH:6]=[CH:5][N:4]3[N:8]=2)=[CH:13][CH:14]=1, predict the reactants needed to synthesize it. The reactants are: Br[C:2]1[C:3]2[N:4]([N:8]=[C:9]([NH:11][C:12]3[CH:17]=[CH:16][C:15]([O:18][CH3:19])=[CH:14][CH:13]=3)[N:10]=2)[CH:5]=[CH:6][CH:7]=1.[NH:20]1[CH:24]=[C:23](B(O)O)[CH:22]=[N:21]1. (3) Given the product [C:63]([OH:68])(=[O:67])[C:64]([OH:66])=[O:65].[C:52]([N:14]([C:15]1[CH:20]=[CH:19][C:18]([CH2:21][CH2:22][C:23](=[O:40])[N:24]2[CH2:25][CH2:26][N:27]([CH2:30][C:31]3[CH:39]=[CH:38][C:37]4[O:36][CH2:35][O:34][C:33]=4[CH:32]=3)[CH2:28][CH2:29]2)=[CH:17][CH:16]=1)[C:11]1[N:10]=[CH:9][C:8]([NH:7][C:5](=[O:6])[C:4]2[CH:41]=[CH:42][C:43]([Cl:44])=[C:2]([Cl:1])[CH:3]=2)=[CH:13][CH:12]=1)(=[O:59])[C:53]1[CH:58]=[CH:57][CH:56]=[CH:55][CH:54]=1, predict the reactants needed to synthesize it. The reactants are: [Cl:1][C:2]1[CH:3]=[C:4]([CH:41]=[CH:42][C:43]=1[Cl:44])[C:5]([NH:7][C:8]1[CH:9]=[N:10][C:11]([NH:14][C:15]2[CH:20]=[CH:19][C:18]([CH2:21][CH2:22][C:23](=[O:40])[N:24]3[CH2:29][CH2:28][N:27]([CH2:30][C:31]4[CH:39]=[CH:38][C:37]5[O:36][CH2:35][O:34][C:33]=5[CH:32]=4)[CH2:26][CH2:25]3)=[CH:17][CH:16]=2)=[CH:12][CH:13]=1)=[O:6].C(N(CC)CC)C.[C:52](Cl)(=[O:59])[C:53]1[CH:58]=[CH:57][CH:56]=[CH:55][CH:54]=1.O.O.[C:63]([OH:68])(=[O:67])[C:64]([OH:66])=[O:65]. (4) Given the product [NH2:1][C:2]1[C:11]2[N:12]=[C:13]([CH2:20][OH:21])[N:14]([CH2:15][C:16]([CH3:17])([OH:18])[CH3:19])[C:10]=2[C:9]2[CH:8]=[CH:7][C:6]([O:24][CH2:25][C:26]3[N:27]=[CH:28][S:29][CH:30]=3)=[CH:5][C:4]=2[N:3]=1, predict the reactants needed to synthesize it. The reactants are: [NH2:1][C:2]1[C:11]2[N:12]=[C:13]([CH2:20][O:21]CC)[N:14]([CH2:15][C:16]([CH3:19])([OH:18])[CH3:17])[C:10]=2[C:9]2[CH:8]=[CH:7][C:6]([O:24][CH2:25][C:26]3[N:27]=[CH:28][S:29][CH:30]=3)=[CH:5][C:4]=2[N:3]=1.B(Br)(Br)Br. (5) Given the product [CH3:1][N:2]1[CH2:7][CH2:6][N:5]([CH2:24][C:21]2[CH:22]=[CH:23][C:18]([C:16]([O:15][CH3:14])=[O:17])=[CH:19][CH:20]=2)[CH2:4][CH2:3]1, predict the reactants needed to synthesize it. The reactants are: [CH3:1][N:2]1[CH2:7][CH2:6][NH:5][CH2:4][CH2:3]1.C(=O)([O-])[O-].[K+].[K+].[CH3:14][O:15][C:16]([C:18]1[CH:23]=[CH:22][C:21]([CH2:24]Br)=[CH:20][CH:19]=1)=[O:17].